This data is from Forward reaction prediction with 1.9M reactions from USPTO patents (1976-2016). The task is: Predict the product of the given reaction. (1) Given the reactants [C:1]([O:5][C:6](=[O:12])[C@@H:7]1[CH2:11][CH2:10][CH2:9][NH:8]1)([CH3:4])([CH3:3])[CH3:2].[CH3:13][N:14]([CH2:57][CH:58]=O)[C:15](=[O:56])[C:16]1[CH:55]=[CH:54][CH:53]=[C:18]([C:19]([NH:21][C:22]2[CH:27]=[CH:26][C:25]([N:28]3[CH2:33][CH2:32][CH2:31][CH2:30][CH2:29]3)=[CH:24][C:23]=2[C:34]2[CH:39]=[C:38]([C:40](=[O:52])[NH:41][C@@H:42]3[C:51]4[C:46](=[CH:47][CH:48]=[CH:49][CH:50]=4)[CH2:45][CH2:44][CH2:43]3)[CH:37]=[CH:36][N:35]=2)=[O:20])[CH:17]=1.CC(O)=O.C([BH3-])#N.[Na+], predict the reaction product. The product is: [CH3:13][N:14]([CH2:57][CH2:58][N:8]1[CH2:9][CH2:10][CH2:11][C@H:7]1[C:6]([O:5][C:1]([CH3:4])([CH3:2])[CH3:3])=[O:12])[C:15](=[O:56])[C:16]1[CH:55]=[CH:54][CH:53]=[C:18]([C:19](=[O:20])[NH:21][C:22]2[CH:27]=[CH:26][C:25]([N:28]3[CH2:33][CH2:32][CH2:31][CH2:30][CH2:29]3)=[CH:24][C:23]=2[C:34]2[CH:39]=[C:38]([C:40](=[O:52])[NH:41][C@@H:42]3[C:51]4[C:46](=[CH:47][CH:48]=[CH:49][CH:50]=4)[CH2:45][CH2:44][CH2:43]3)[CH:37]=[CH:36][N:35]=2)[CH:17]=1. (2) The product is: [Cl:7][C:8]([Cl:13])([Cl:12])[C:9]([C:3]1[N:2]([CH3:1])[CH:6]=[CH:5][CH:4]=1)=[O:10]. Given the reactants [CH3:1][N:2]1[CH:6]=[CH:5][CH:4]=[CH:3]1.[Cl:7][C:8]([Cl:13])([Cl:12])[C:9](Cl)=[O:10].C(=O)([O-])O.[Na+], predict the reaction product.